Dataset: Catalyst prediction with 721,799 reactions and 888 catalyst types from USPTO. Task: Predict which catalyst facilitates the given reaction. (1) Reactant: [Cl:1][C:2]1[CH:10]=[CH:9][C:5]2[O:6][CH2:7][O:8][C:4]=2[C:3]=1[NH:11][C:12]1[CH:17]=[CH:16][N:15]=[C:14]([NH:18][C:19]2[CH:20]=[C:21]([CH:25]=[CH:26][CH:27]=2)[C:22](O)=[O:23])[N:13]=1.S(Cl)([Cl:30])=O. Product: [Cl:1][C:2]1[CH:10]=[CH:9][C:5]2[O:6][CH2:7][O:8][C:4]=2[C:3]=1[NH:11][C:12]1[CH:17]=[CH:16][N:15]=[C:14]([NH:18][C:19]2[CH:20]=[C:21]([CH:25]=[CH:26][CH:27]=2)[C:22]([Cl:30])=[O:23])[N:13]=1. The catalyst class is: 3. (2) Reactant: [NH2:1][C:2]1[C:11]([N:12]2[CH2:17][CH2:16][O:15][CH2:14][CH2:13]2)=[CH:10][CH:9]=[CH:8][C:3]=1[C:4]([O:6][CH3:7])=[O:5].[Br:18]Br.O. Product: [NH2:1][C:2]1[C:11]([N:12]2[CH2:13][CH2:14][O:15][CH2:16][CH2:17]2)=[CH:10][C:9]([Br:18])=[CH:8][C:3]=1[C:4]([O:6][CH3:7])=[O:5]. The catalyst class is: 15. (3) Reactant: C(OC([NH:8][C:9]1[CH:14]=[CH:13][C:12]([C:15]2[C:16]([F:35])=[CH:17][N:18]3[C:23]([C:24]=2[CH3:25])=[C:22]([CH:26]2[CH2:28][CH2:27]2)[CH:21]=[C:20]([C:29]([O:31]CC)=[O:30])[C:19]3=[O:34])=[CH:11][C:10]=1[F:36])=O)(C)(C)C.Cl.[OH-].[Na+]. Product: [NH2:8][C:9]1[CH:14]=[CH:13][C:12]([C:15]2[C:16]([F:35])=[CH:17][N:18]3[C:23]([C:24]=2[CH3:25])=[C:22]([CH:26]2[CH2:28][CH2:27]2)[CH:21]=[C:20]([C:29]([OH:31])=[O:30])[C:19]3=[O:34])=[CH:11][C:10]=1[F:36]. The catalyst class is: 1. (4) Reactant: [N:1]1[CH:6]=[CH:5][CH:4]=[CH:3][C:2]=1[CH2:7][C:8]([N:10]1[C:18]2[C:13](=[CH:14][C:15]([NH:19][C:20]([C:22]3[CH:27]=[CH:26][CH:25]=[CH:24][C:23]=3[C:28]3[CH:33]=[CH:32][C:31]([C:34]([OH:36])=[O:35])=[CH:30][CH:29]=3)=[O:21])=[CH:16][CH:17]=2)[CH2:12][CH2:11]1)=[O:9].C(=O)([O-])[O-].[K+].[K+].[C:43]([O:49][CH2:50]Cl)(=[O:48])[C:44]([CH3:47])([CH3:46])[CH3:45].O. Product: [N:1]1[CH:6]=[CH:5][CH:4]=[CH:3][C:2]=1[CH2:7][C:8]([N:10]1[C:18]2[C:13](=[CH:14][C:15]([NH:19][C:20]([C:22]3[CH:27]=[CH:26][CH:25]=[CH:24][C:23]=3[C:28]3[CH:29]=[CH:30][C:31]([C:34]([O:36][CH2:50][O:49][C:43](=[O:48])[C:44]([CH3:47])([CH3:46])[CH3:45])=[O:35])=[CH:32][CH:33]=3)=[O:21])=[CH:16][CH:17]=2)[CH2:12][CH2:11]1)=[O:9]. The catalyst class is: 9. (5) Reactant: [CH3:1][C:2]1[N:7]=[C:6]2[S:8][C:9]3[CH2:14][CH2:13][CH2:12][CH2:11][C:10]=3[C:5]2=[C:4]([C:15]2[CH:20]=[CH:19][C:18]([CH3:21])=[CH:17][CH:16]=2)[C:3]=1[CH:22]([O:27][CH2:28][CH3:29])[C:23]([O:25]C)=[O:24].[OH-].[Na+]. Product: [CH3:1][C:2]1[N:7]=[C:6]2[S:8][C:9]3[CH2:14][CH2:13][CH2:12][CH2:11][C:10]=3[C:5]2=[C:4]([C:15]2[CH:20]=[CH:19][C:18]([CH3:21])=[CH:17][CH:16]=2)[C:3]=1[CH:22]([O:27][CH2:28][CH3:29])[C:23]([OH:25])=[O:24]. The catalyst class is: 5.